Dataset: Catalyst prediction with 721,799 reactions and 888 catalyst types from USPTO. Task: Predict which catalyst facilitates the given reaction. Reactant: CN(C)C=O.[NH2:6][C:7]([C:23]1[CH:28]=[CH:27][C:26]([C:29]([O:31][CH3:32])=[O:30])=[CH:25][CH:24]=1)=[CH:8][C:9](=[O:22])[C:10]1[CH:15]=[CH:14][C:13]([O:16][CH2:17][CH2:18][CH2:19][CH2:20][CH3:21])=[CH:12][CH:11]=1.Cl.NO. Product: [CH2:17]([O:16][C:13]1[CH:14]=[CH:15][C:10]([C:9]2[O:22][N:6]=[C:7]([C:23]3[CH:24]=[CH:25][C:26]([C:29]([O:31][CH3:32])=[O:30])=[CH:27][CH:28]=3)[CH:8]=2)=[CH:11][CH:12]=1)[CH2:18][CH2:19][CH2:20][CH3:21]. The catalyst class is: 10.